Dataset: Reaction yield outcomes from USPTO patents with 853,638 reactions. Task: Predict the reaction yield, written as a fraction of the theoretical maximum amount of product (1.0 means a 100% yield; for example, 0.34 means a 34% yield). (1) The reactants are C(=O)(O)[O-].[NH4+].FC(F)(F)C([O-])=O.FC(F)(F)C(O)=O.[NH2:20][C:21]([CH3:56])([CH3:55])[CH2:22][O:23][C:24]1[CH:29]=[CH:28][C:27]([NH:30][C:31]2[CH:36]=[CH:35][C:34]([CH2:37][CH2:38][NH:39][CH2:40][C@@H:41]([C:43]3[CH:52]=[CH:51][C:50]([OH:53])=[C:49]4[C:44]=3[CH:45]=[CH:46][C:47](=[O:54])[NH:48]4)[OH:42])=[CH:33][CH:32]=2)=[CH:26][CH:25]=1. The catalyst is C(O)C. The product is [NH2:20][C:21]([CH3:56])([CH3:55])[CH2:22][O:23][C:24]1[CH:29]=[CH:28][C:27]([NH:30][C:31]2[CH:32]=[CH:33][C:34]([CH2:37][CH2:38][NH:39][CH2:40][C@@H:41]([C:43]3[CH:52]=[CH:51][C:50]([OH:53])=[C:49]4[C:44]=3[CH:45]=[CH:46][C:47](=[O:54])[NH:48]4)[OH:42])=[CH:35][CH:36]=2)=[CH:26][CH:25]=1. The yield is 0.800. (2) The reactants are Cl[C:2]1[N:7]=[C:6]([CH3:8])[C:5]([CH2:9][C:10]([O:12][CH3:13])=[O:11])=[C:4]([C:14]2[CH:19]=[CH:18][CH:17]=[CH:16][CH:15]=2)[N:3]=1.[NH:20]1[CH2:25][CH2:24][CH2:23][CH2:22][CH2:21]1. The catalyst is C1COCC1.C(=O)([O-])O.[Na+]. The product is [CH3:8][C:6]1[C:5]([CH2:9][C:10]([O:12][CH3:13])=[O:11])=[C:4]([C:14]2[CH:19]=[CH:18][CH:17]=[CH:16][CH:15]=2)[N:3]=[C:2]([N:20]2[CH2:25][CH2:24][CH2:23][CH2:22][CH2:21]2)[N:7]=1. The yield is 0.630. (3) The reactants are [F:1][C:2]([C:5]1[CH:6]=[C:7]([CH:22]=[CH:23][CH:24]=1)[CH2:8][CH:9]1[CH:13]([C:14]2[CH:19]=[CH:18][C:17]([F:20])=[CH:16][CH:15]=2)[O:12]C(=O)[NH:10]1)([F:4])[CH3:3].[OH-].[Na+]. The catalyst is C(O)C.O. The product is [NH2:10][CH:9]([CH2:8][C:7]1[CH:22]=[CH:23][CH:24]=[C:5]([C:2]([F:4])([F:1])[CH3:3])[CH:6]=1)[CH:13]([C:14]1[CH:19]=[CH:18][C:17]([F:20])=[CH:16][CH:15]=1)[OH:12]. The yield is 0.880. (4) The reactants are [C:1]([NH:8][C:9]1[CH:14]=[CH:13][CH:12]=[C:11]([NH2:15])[CH:10]=1)([O:3][C:4]([CH3:7])([CH3:6])[CH3:5])=[O:2].Cl[C:17]1[C:22]([C:23]([O:25][CH2:26][CH3:27])=[O:24])=[CH:21][N:20]=[C:19]([S:28][CH3:29])[N:18]=1.C([O-])([O-])=O.[K+].[K+]. The catalyst is CN(C=O)C. The product is [C:4]([O:3][C:1]([NH:8][C:9]1[CH:10]=[C:11]([NH:15][C:21]2[C:22]([C:23]([O:25][CH2:26][CH3:27])=[O:24])=[CH:17][N:18]=[C:19]([S:28][CH3:29])[N:20]=2)[CH:12]=[CH:13][CH:14]=1)=[O:2])([CH3:7])([CH3:6])[CH3:5]. The yield is 0.840. (5) The reactants are [CH2:1]([C:3]1[CH:8]=[CH:7][CH:6]=[CH:5][C:4]=1O)[CH3:2].[H-].[Na+].Cl[C:13]1[N:18]=[N:17][C:16]([C:19]([NH2:21])=[O:20])=[C:15]([NH:22][C:23]2[CH:28]=[CH:27][CH:26]=[C:25]([CH3:29])[N:24]=2)[CH:14]=1.CN(C)C=[O:33]. No catalyst specified. The product is [CH2:1]([C:3]1[CH:8]=[C:7]([CH:6]=[CH:5][CH:4]=1)[O:33][C:13]1[N:18]=[N:17][C:16]([C:19]([NH2:21])=[O:20])=[C:15]([NH:22][C:23]2[CH:28]=[CH:27][CH:26]=[C:25]([CH3:29])[N:24]=2)[CH:14]=1)[CH3:2]. The yield is 0.570.